This data is from Forward reaction prediction with 1.9M reactions from USPTO patents (1976-2016). The task is: Predict the product of the given reaction. (1) The product is: [CH2:1]([O:3][C:4]([C:6]1[O:10][C:9]([CH:11]2[CH2:16][CH2:15][CH2:14][CH2:13][CH2:12]2)=[N:8][C:7]=1[CH2:18][O:24][CH2:22][CH3:23])=[O:5])[CH3:2]. Given the reactants [CH2:1]([O:3][C:4]([C:6]1[O:10][C:9]([C:11]2(Br)[CH2:16][CH2:15][CH2:14][CH2:13][CH2:12]2)=[N:8][C:7]=1[CH2:18]Br)=[O:5])[CH3:2].[H-].[Na+].[C:22](O)(=[O:24])[CH3:23], predict the reaction product. (2) Given the reactants [Br-].[CH2:2]([P+](C1C=CC=CC=1)(C1C=CC=CC=1)C1C=CC=CC=1)[CH2:3][CH3:4].C([Li])CCC.[CH2:29]([O:36][C:37]1[CH:44]=[CH:43][C:40]([CH:41]=O)=[C:39]([OH:45])[CH:38]=1)[C:30]1[CH:35]=[CH:34][CH:33]=[CH:32][CH:31]=1.ClCCl, predict the reaction product. The product is: [CH2:29]([O:36][C:37]1[CH:44]=[CH:43][C:40]([CH:41]=[CH:2][CH2:3][CH3:4])=[C:39]([OH:45])[CH:38]=1)[C:30]1[CH:35]=[CH:34][CH:33]=[CH:32][CH:31]=1. (3) The product is: [OH:19][NH:18][C:3](=[O:2])[CH2:4][CH2:5][CH2:6][CH2:7][CH2:8][S:9][C:10]1[CH:15]=[CH:14][C:13]([Cl:16])=[CH:12][CH:11]=1. Given the reactants C[O:2][C:3](=O)[CH2:4][CH2:5][CH2:6][CH2:7][CH2:8][S:9][C:10]1[CH:15]=[CH:14][C:13]([Cl:16])=[CH:12][CH:11]=1.[NH2:18][OH:19].[OH-].[K+].CO, predict the reaction product. (4) Given the reactants Cl[C:2]1[N:11]=[C:10]([NH:12][C:13]2[NH:14][N:15]=[C:16]([CH3:18])[CH:17]=2)[C:9]2[C:4](=[CH:5][CH:6]=[CH:7][CH:8]=2)[N:3]=1.[Cl:19][C:20]1[CH:21]=[C:22]([CH:24]=[CH:25][CH:26]=1)[NH2:23].C([O-])([O-])=O.[K+].[K+], predict the reaction product. The product is: [Cl:19][C:20]1[CH:21]=[C:22]([NH:23][C:2]2[N:11]=[C:10]([NH:12][C:13]3[NH:14][N:15]=[C:16]([CH3:18])[CH:17]=3)[C:9]3[C:4](=[CH:5][CH:6]=[CH:7][CH:8]=3)[N:3]=2)[CH:24]=[CH:25][CH:26]=1. (5) Given the reactants [C:1]([C@H:5]1[CH2:10][CH2:9][C@H:8]([O:11][C:12]2[CH:13]=[C:14]3[C:19](=[CH:20][CH:21]=2)[CH:18]=[C:17]([C:22]([N:24]2[CH2:29][CH2:28][CH:27]([C:30]([O:32]C)=[O:31])[CH2:26][CH2:25]2)=[O:23])[CH:16]=[CH:15]3)[CH2:7][CH2:6]1)([CH3:4])([CH3:3])[CH3:2].[OH-].[Na+].Cl, predict the reaction product. The product is: [C:1]([C@H:5]1[CH2:10][CH2:9][C@H:8]([O:11][C:12]2[CH:13]=[C:14]3[C:19](=[CH:20][CH:21]=2)[CH:18]=[C:17]([C:22]([N:24]2[CH2:29][CH2:28][CH:27]([C:30]([OH:32])=[O:31])[CH2:26][CH2:25]2)=[O:23])[CH:16]=[CH:15]3)[CH2:7][CH2:6]1)([CH3:4])([CH3:2])[CH3:3].